This data is from Full USPTO retrosynthesis dataset with 1.9M reactions from patents (1976-2016). The task is: Predict the reactants needed to synthesize the given product. Given the product [CH3:19][O:20][C:21]1[CH:26]=[CH:25][CH:24]=[CH:23][C:22]=1[N:27]1[CH2:32][CH2:31][N:30]([CH2:17][CH2:16][CH2:15][C:13]2[O:12][N:11]=[C:10]([C:6]3[CH:7]=[CH:8][CH:9]=[C:4]([N+:1]([O-:3])=[O:2])[CH:5]=3)[CH:14]=2)[CH2:29][CH2:28]1, predict the reactants needed to synthesize it. The reactants are: [N+:1]([C:4]1[CH:5]=[C:6]([C:10]2[CH:14]=[C:13]([CH2:15][CH2:16][CH:17]=O)[O:12][N:11]=2)[CH:7]=[CH:8][CH:9]=1)([O-:3])=[O:2].[CH3:19][O:20][C:21]1[CH:26]=[CH:25][CH:24]=[CH:23][C:22]=1[N:27]1[CH2:32][CH2:31][NH:30][CH2:29][CH2:28]1.[BH-](OC(C)=O)(OC(C)=O)OC(C)=O.[Na+].